From a dataset of Forward reaction prediction with 1.9M reactions from USPTO patents (1976-2016). Predict the product of the given reaction. Given the reactants [F:1][C:2]1[CH:32]=[CH:31][C:5]([C:6]([NH:8][C:9]2[S:13][C:12]([N:14]([CH3:25])[C:15]3[CH:16]=[C:17]4[C:22](=[CH:23][CH:24]=3)[N:21]=[CH:20][CH:19]=[CH:18]4)=[N:11][C:10]=2[C:26]([O:28]CC)=O)=[O:7])=[CH:4][CH:3]=1.[NH3:33].CO, predict the reaction product. The product is: [F:1][C:2]1[CH:3]=[CH:4][C:5]([C:6]([NH:8][C:9]2[S:13][C:12]([N:14]([CH3:25])[C:15]3[CH:16]=[C:17]4[C:22](=[CH:23][CH:24]=3)[N:21]=[CH:20][CH:19]=[CH:18]4)=[N:11][C:10]=2[C:26]([NH2:33])=[O:28])=[O:7])=[CH:31][CH:32]=1.